This data is from Reaction yield outcomes from USPTO patents with 853,638 reactions. The task is: Predict the reaction yield, written as a fraction of the theoretical maximum amount of product (1.0 means a 100% yield; for example, 0.34 means a 34% yield). (1) The catalyst is C1COCC1.C1(C)C=CC=CC=1. The reactants are [CH3:1][O:2][CH:3]=[CH:4][C:5]([O:7][Si](C)(C)C)=[CH2:6].[C:12]([O:16][CH2:17][CH3:18])(=[O:15])C=O.O.FC(F)(F)C(O)=O. The product is [CH2:17]([O:16][C:12]([CH:1]1[CH2:6][C:5](=[O:7])[CH:4]=[CH:3][O:2]1)=[O:15])[CH3:18]. The yield is 1.00. (2) The reactants are [OH-].C[Sn+](C)C.[C:6]([C:8]1[CH:17]=[C:16]2[C:11]([CH:12]=[CH:13][C:14](=[O:23])[N:15]2[CH2:18][C:19]([O:21]C)=[O:20])=[CH:10][CH:9]=1)#[N:7]. The catalyst is ClCCCl.ClCCl. The product is [C:6]([C:8]1[CH:17]=[C:16]2[C:11]([CH:12]=[CH:13][C:14](=[O:23])[N:15]2[CH2:18][C:19]([OH:21])=[O:20])=[CH:10][CH:9]=1)#[N:7]. The yield is 0.890. (3) The reactants are [S:1]1[C:5]2[CH:6]=[C:7]([N:10]3[CH2:14][CH2:13][N:12]([C:15]4[CH:16]=[N:17][CH:18]=[CH:19][C:20]=4[CH:21]=O)[C:11]3=[O:23])[CH:8]=[CH:9][C:4]=2[N:3]=[CH:2]1.[BH-](OC(C)=O)(OC(C)=O)OC(C)=O.[Na+].[CH:38]1([NH2:41])[CH2:40][CH2:39]1.C(O)(=O)C. The catalyst is C(Cl)(Cl)Cl.CO. The product is [S:1]1[C:5]2[CH:6]=[C:7]([N:10]3[CH2:14][CH2:13][N:12]([C:15]4[CH:16]=[N:17][CH:18]=[CH:19][C:20]=4[CH2:21][NH:41][CH:38]4[CH2:40][CH2:39]4)[C:11]3=[O:23])[CH:8]=[CH:9][C:4]=2[N:3]=[CH:2]1. The yield is 0.116. (4) The reactants are C1(P(C2C=CC=CC=2)C2C=CC=CC=2)C=CC=CC=1.[F:20][C:21]1[CH:40]=[C:39]([CH3:41])[CH:38]=[CH:37][C:22]=1[NH:23][C:24]1[C:33]2[C:28](=[CH:29][C:30]([OH:36])=[C:31]([O:34][CH3:35])[CH:32]=2)[N:27]=[CH:26][N:25]=1.[C:42]([O:46][C:47]([N:49]1[CH2:54][CH2:53][CH:52]([CH2:55]O)[CH2:51][CH2:50]1)=[O:48])([CH3:45])([CH3:44])[CH3:43].N(C(OCC)=O)=NC(OCC)=O. The catalyst is C(Cl)Cl. The product is [C:42]([O:46][C:47]([N:49]1[CH2:54][CH2:53][CH:52]([CH2:55][O:36][C:30]2[CH:29]=[C:28]3[C:33]([C:24]([NH:23][C:22]4[CH:37]=[CH:38][C:39]([CH3:41])=[CH:40][C:21]=4[F:20])=[N:25][CH:26]=[N:27]3)=[CH:32][C:31]=2[O:34][CH3:35])[CH2:51][CH2:50]1)=[O:48])([CH3:45])([CH3:43])[CH3:44]. The yield is 0.200. (5) The reactants are [NH2:1][C:2]1[CH:3]=[C:4]([C:8]2[CH2:9][CH2:10][N:11]([C:14]([O:16][C:17]([CH3:20])([CH3:19])[CH3:18])=[O:15])[CH2:12][CH:13]=2)[CH:5]=[CH:6][CH:7]=1. The catalyst is C(O)C.[Pd]. The product is [NH2:1][C:2]1[CH:3]=[C:4]([CH:8]2[CH2:9][CH2:10][N:11]([C:14]([O:16][C:17]([CH3:20])([CH3:19])[CH3:18])=[O:15])[CH2:12][CH2:13]2)[CH:5]=[CH:6][CH:7]=1. The yield is 0.840.